Predict the product of the given reaction. From a dataset of Forward reaction prediction with 1.9M reactions from USPTO patents (1976-2016). Given the reactants [F:1][C:2]1[CH:3]=[N:4][C:5]2[C:10]([C:11]=1[CH2:12][CH2:13][N:14]1[CH2:19][CH2:18][C:17]([NH:21]C(=O)OCC3C=CC=CC=3)([CH3:20])[CH2:16][CH2:15]1)=[N:9][C:8]([O:32][CH3:33])=[CH:7][CH:6]=2, predict the reaction product. The product is: [F:1][C:2]1[CH:3]=[N:4][C:5]2[C:10]([C:11]=1[CH2:12][CH2:13][N:14]1[CH2:15][CH2:16][C:17]([CH3:20])([NH2:21])[CH2:18][CH2:19]1)=[N:9][C:8]([O:32][CH3:33])=[CH:7][CH:6]=2.